Dataset: Forward reaction prediction with 1.9M reactions from USPTO patents (1976-2016). Task: Predict the product of the given reaction. (1) Given the reactants [NH2:1][C:2]1[CH:7]=[CH:6][C:5]([C:8]2[C:9]([NH2:24])=[N:10][C:11]([NH2:23])=[N:12][C:13]=2[CH2:14][O:15][CH2:16][C:17]2[CH:22]=[CH:21][CH:20]=[CH:19][CH:18]=2)=[CH:4][CH:3]=1.CN(C=O)C.[CH2:30]([O:34][C:35](Cl)=[O:36])[CH:31]([CH3:33])[CH3:32], predict the reaction product. The product is: [NH2:23][C:11]1[N:10]=[C:9]([NH2:24])[C:8]([C:5]2[CH:6]=[CH:7][C:2]([NH:1][C:35](=[O:36])[O:34][CH2:30][CH:31]([CH3:33])[CH3:32])=[CH:3][CH:4]=2)=[C:13]([CH2:14][O:15][CH2:16][C:17]2[CH:22]=[CH:21][CH:20]=[CH:19][CH:18]=2)[N:12]=1. (2) Given the reactants CN(C=O)C.[NH:6]1[C:14]2[C:9](=[CH:10][CH:11]=[CH:12][CH:13]=2)[C:8]([CH:15]=[O:16])=[CH:7]1.[H-].[Na+].Br[CH2:20][CH2:21][CH2:22][O:23][CH3:24], predict the reaction product. The product is: [CH3:24][O:23][CH2:22][CH2:21][CH2:20][N:6]1[C:14]2[C:9](=[CH:10][CH:11]=[CH:12][CH:13]=2)[C:8]([CH:15]=[O:16])=[CH:7]1.